From a dataset of Catalyst prediction with 721,799 reactions and 888 catalyst types from USPTO. Predict which catalyst facilitates the given reaction. (1) Reactant: [CH3:1][C:2]1[CH:7]=[C:6]([N+:8]([O-])=O)[CH:5]=[CH:4][C:3]=1[N:11]1[CH:15]=[CH:14][N:13]=[CH:12]1.C1CCCCC=1. Product: [N:11]1([C:3]2[CH:4]=[CH:5][C:6]([NH2:8])=[CH:7][C:2]=2[CH3:1])[CH:15]=[CH:14][N:13]=[CH:12]1. The catalyst class is: 45. (2) Reactant: [CH:1]([C:4]1[N:12]([C:13]2[CH:28]=[CH:27][C:16]([C:17]([NH2:26])=[N:18][C:19]3[CH:20]=[N:21][C:22]([CH3:25])=[CH:23][CH:24]=3)=[CH:15][CH:14]=2)[C:7]2=[N:8][CH:9]=[CH:10][CH:11]=[C:6]2[N:5]=1)([CH3:3])[CH3:2].Br.Br[CH2:31][C:32]([C:34]1[N:35]=[CH:36][S:37][CH:38]=1)=O.C([O-])(O)=O.[Na+]. Product: [CH:1]([C:4]1[N:12]([C:13]2[CH:28]=[CH:27][C:16]([C:17]3[N:18]([C:19]4[CH:20]=[N:21][C:22]([CH3:25])=[CH:23][CH:24]=4)[CH:31]=[C:32]([C:34]4[N:35]=[CH:36][S:37][CH:38]=4)[N:26]=3)=[CH:15][CH:14]=2)[C:7]2=[N:8][CH:9]=[CH:10][CH:11]=[C:6]2[N:5]=1)([CH3:3])[CH3:2]. The catalyst class is: 41. (3) Reactant: [F:1][C:2]1[CH:3]=[C:4]([CH:9]2[C:14]([C:15]([OH:17])=O)=[C:13]([CH3:18])[NH:12][C:11](=[O:19])[NH:10]2)[CH:5]=[C:6]([F:8])[CH:7]=1.[F:20][C:21]1[CH:26]=[CH:25][C:24]([NH:27][C:28]2[C:36]3[C:31](=[CH:32][CH:33]=[C:34]([NH2:37])[CH:35]=3)[NH:30][N:29]=2)=[CH:23][CH:22]=1.C1CN([P+](Br)(N2CCCC2)N2CCCC2)CC1.F[P-](F)(F)(F)(F)F.C(N(C(C)C)CC)(C)C. Product: [F:20][C:21]1[CH:22]=[CH:23][C:24]([NH:27][C:28]2[C:36]3[C:31](=[CH:32][CH:33]=[C:34]([NH:37][C:15]([C:14]4[CH:9]([C:4]5[CH:5]=[C:6]([F:8])[CH:7]=[C:2]([F:1])[CH:3]=5)[NH:10][C:11](=[O:19])[NH:12][C:13]=4[CH3:18])=[O:17])[CH:35]=3)[NH:30][N:29]=2)=[CH:25][CH:26]=1. The catalyst class is: 2. (4) Reactant: C(OC([N:8]1[CH2:12][C@@H:11]([CH2:13][N:14]([CH:31]([CH3:33])[CH3:32])[C:15](=[O:30])[C:16]2[CH:21]=[CH:20][C:19]([O:22][CH3:23])=[C:18]([O:24][CH2:25][CH2:26][CH2:27][O:28][CH3:29])[CH:17]=2)[C@H:10]([CH2:34][N:35]([CH:46]2[CH2:48][CH2:47]2)[C:36]([N:38]([CH3:45])[C:39]2[CH:44]=[CH:43][CH:42]=[CH:41][CH:40]=2)=[O:37])[CH2:9]1)=O)(C)(C)C. Product: [CH:46]1([N:35]([CH2:34][C@@H:10]2[CH2:9][NH:8][CH2:12][C@H:11]2[CH2:13][N:14]([CH:31]([CH3:33])[CH3:32])[C:15](=[O:30])[C:16]2[CH:21]=[CH:20][C:19]([O:22][CH3:23])=[C:18]([O:24][CH2:25][CH2:26][CH2:27][O:28][CH3:29])[CH:17]=2)[C:36]([N:38]([CH3:45])[C:39]2[CH:40]=[CH:41][CH:42]=[CH:43][CH:44]=2)=[O:37])[CH2:48][CH2:47]1. The catalyst class is: 89. (5) Reactant: [CH3:1][C:2]1[N:3]([CH2:14][CH2:15][CH:16]2[CH2:20][CH2:19][CH2:18][N:17]2[CH3:21])[C:4]2[C:9]([CH:10]=1)=[CH:8][C:7]([N+:11]([O-])=O)=[CH:6][CH:5]=2. Product: [CH3:1][C:2]1[N:3]([CH2:14][CH2:15][CH:16]2[CH2:20][CH2:19][CH2:18][N:17]2[CH3:21])[C:4]2[C:9]([CH:10]=1)=[CH:8][C:7]([NH2:11])=[CH:6][CH:5]=2. The catalyst class is: 29. (6) Reactant: [O:1]=[C:2]1[CH2:8][CH2:7][N:6]([C:9]([O:11][C:12]([CH3:15])([CH3:14])[CH3:13])=[O:10])[CH2:5][CH2:4][CH:3]1C(OCC)=O.C(=O)([O-])[O-].[K+].[K+]. The catalyst class is: 1. Product: [O:1]=[C:2]1[CH2:3][CH2:4][CH2:5][N:6]([C:9]([O:11][C:12]([CH3:15])([CH3:14])[CH3:13])=[O:10])[CH2:7][CH2:8]1. (7) Reactant: [Cl:1][C:2]1[CH:7]=[CH:6][CH:5]=[CH:4][C:3]=1[C:8]1[C:9]([C:18]2[CH:23]=[CH:22][C:21]([Cl:24])=[CH:20][CH:19]=2)=[CH:10][C:11]2[N:12]([C:14](=[O:17])[NH:15][N:16]=2)[N:13]=1.Br[CH:26]1[CH2:31][CH2:30][CH2:29][CH2:28][CH2:27]1.C([O-])([O-])=O.[K+].[K+]. Product: [Cl:1][C:2]1[CH:7]=[CH:6][CH:5]=[CH:4][C:3]=1[C:8]1[C:9]([C:18]2[CH:19]=[CH:20][C:21]([Cl:24])=[CH:22][CH:23]=2)=[CH:10][C:11]2[N:12]([C:14](=[O:17])[N:15]([CH:26]3[CH2:31][CH2:30][CH2:29][CH2:28][CH2:27]3)[N:16]=2)[N:13]=1. The catalyst class is: 618. (8) Reactant: [Cl:1][C:2]1[C:10]2[C:5](=[CH:6][CH:7]=[C:8]3[O:15][CH2:14][CH2:13][N:12](C(OC(C)(C)C)=O)[CH2:11][C:9]3=2)[NH:4][CH:3]=1.[H-].[Na+].[F:25][C:26]1[CH:31]=[CH:30][C:29]([S:32](Cl)(=[O:34])=[O:33])=[CH:28][CH:27]=1.[C:36]([OH:42])([C:38]([F:41])([F:40])[F:39])=[O:37]. Product: [F:39][C:38]([F:41])([F:40])[C:36]([OH:42])=[O:37].[Cl:1][C:2]1[C:10]2[C:5](=[CH:6][CH:7]=[C:8]3[O:15][CH2:14][CH2:13][NH:12][CH2:11][C:9]3=2)[N:4]([S:32]([C:29]2[CH:30]=[CH:31][C:26]([F:25])=[CH:27][CH:28]=2)(=[O:34])=[O:33])[CH:3]=1. The catalyst class is: 3. (9) Reactant: C([O:3][C:4](=O)[CH2:5][N:6]([CH3:40])[C:7]1[CH:12]=[CH:11][C:10]([C:13]2[N:22]=[C:21]([NH:23][CH2:24][CH:25]3[C:30]([F:32])([F:31])[CH2:29][CH2:28][N:27]([C:33]([O:35][C:36]([CH3:39])([CH3:38])[CH3:37])=[O:34])[CH2:26]3)[C:20]3[C:15](=[N:16][CH:17]=[CH:18][N:19]=3)[CH:14]=2)=[CH:9][CH:8]=1)C.[H-].[H-].[H-].[H-].[Li+].[Al+3]. Product: [F:32][C:30]1([F:31])[CH2:29][CH2:28][N:27]([C:33]([O:35][C:36]([CH3:39])([CH3:38])[CH3:37])=[O:34])[CH2:26][CH:25]1[CH2:24][NH:23][C:21]1[C:20]2[C:15](=[N:16][CH:17]=[CH:18][N:19]=2)[CH:14]=[C:13]([C:10]2[CH:9]=[CH:8][C:7]([N:6]([CH2:5][CH2:4][OH:3])[CH3:40])=[CH:12][CH:11]=2)[N:22]=1. The catalyst class is: 1. (10) Reactant: [N:1]1[CH:6]=[CH:5][C:4]([CH2:7][C:8]([C:10]2[CH:11]=[C:12]([CH:15]=[CH:16][CH:17]=2)[C:13]#[N:14])=[O:9])=[CH:3][CH:2]=1.C(=O)([O-])[O-].[K+].[K+].[C:24](=[S:26])=[S:25].Br[CH2:28]Br. Product: [S:25]1[CH2:28][S:26][C:24]1=[C:7]([C:4]1[CH:5]=[CH:6][N:1]=[CH:2][CH:3]=1)[C:8]([C:10]1[CH:11]=[C:12]([CH:15]=[CH:16][CH:17]=1)[C:13]#[N:14])=[O:9]. The catalyst class is: 58.